From a dataset of Full USPTO retrosynthesis dataset with 1.9M reactions from patents (1976-2016). Predict the reactants needed to synthesize the given product. Given the product [Cl:1][C:2]1[CH:10]=[CH:9][C:5]([C:6]([NH2:13])=[O:7])=[CH:4][C:3]=1[OH:11], predict the reactants needed to synthesize it. The reactants are: [Cl:1][C:2]1[CH:10]=[CH:9][C:5]([C:6](Cl)=[O:7])=[CH:4][C:3]=1[OH:11].[OH-].[NH4+:13].